This data is from Forward reaction prediction with 1.9M reactions from USPTO patents (1976-2016). The task is: Predict the product of the given reaction. (1) The product is: [O:11]1[CH:8]2[CH2:7][CH2:6][C:5]3[C:10]([CH:9]12)=[CH:1][CH:2]=[CH:3][CH:4]=3. Given the reactants [CH2:1]1[C:10]2[C:5](=[CH:6][CH:7]=[CH:8][CH:9]=2)[CH:4]=[CH:3][CH2:2]1.[OH:11]OS([O-])=O.[K+], predict the reaction product. (2) Given the reactants [CH2:1]([N:3]([CH3:17])[S:4]([C:7]1[CH:8]=[N:9][C:10]([Sn](C)(C)C)=[CH:11][CH:12]=1)(=[O:6])=[O:5])[CH3:2].[NH2:18][C:19]1[C:24]([C:25]2[S:33][C:28]3[C:29](=[O:32])[NH:30][CH2:31][C:27]=3[CH:26]=2)=[CH:23][C:22](Br)=[CH:21][N:20]=1, predict the reaction product. The product is: [NH2:18][C:19]1[N:20]=[CH:21][C:22]([C:10]2[CH:11]=[CH:12][C:7]([S:4]([N:3]([CH2:1][CH3:2])[CH3:17])(=[O:6])=[O:5])=[CH:8][N:9]=2)=[CH:23][C:24]=1[C:25]1[S:33][C:28]2[C:29](=[O:32])[NH:30][CH2:31][C:27]=2[CH:26]=1. (3) Given the reactants [CH3:1][C:2]1[C:10]2[C:9](=[O:11])[CH2:8][C:7]([CH3:13])([CH3:12])[CH2:6][C:5]=2[NH:4][CH:3]=1.[Br:14][C:15]1[CH:22]=[C:21](F)[CH:20]=[CH:19][C:16]=1[C:17]#[N:18].[H-].[Na+].O, predict the reaction product. The product is: [Br:14][C:15]1[CH:22]=[C:21]([N:4]2[C:5]3[CH2:6][C:7]([CH3:13])([CH3:12])[CH2:8][C:9](=[O:11])[C:10]=3[C:2]([CH3:1])=[CH:3]2)[CH:20]=[CH:19][C:16]=1[C:17]#[N:18]. (4) Given the reactants [CH3:1][O:2][C:3]1[CH:4]=[C:5]([CH:21]=[CH:22][C:23]=1[O:24][CH3:25])[CH2:6][CH:7]1[C:16]2[C:11](=[CH:12][C:13]([O:19][CH3:20])=[C:14]([O:17][CH3:18])[CH:15]=2)[CH2:10][CH2:9][NH:8]1.Br[CH2:27][C:28](Br)=[O:29].[CH3:31][C:32]1[CH:41]=[C:40]([CH3:42])[CH:39]=[C:38]2[C:33]=1[CH2:34][CH2:35][CH2:36][CH:37]2[NH2:43], predict the reaction product. The product is: [CH3:1][O:2][C:3]1[CH:4]=[C:5]([CH:21]=[CH:22][C:23]=1[O:24][CH3:25])[CH2:6][CH:7]1[C:16]2[C:11](=[CH:12][C:13]([O:19][CH3:20])=[C:14]([O:17][CH3:18])[CH:15]=2)[CH2:10][CH2:9][N:8]1[CH2:27][C:28]([NH:43][CH:37]1[C:38]2[C:33](=[C:32]([CH3:31])[CH:41]=[C:40]([CH3:42])[CH:39]=2)[CH2:34][CH2:35][CH2:36]1)=[O:29]. (5) Given the reactants [F:1][C:2]1[CH:7]=[CH:6][C:5]([CH2:8][CH2:9][NH2:10])=[CH:4][CH:3]=1.[CH:11]1([CH:14]=O)[CH2:13][CH2:12]1, predict the reaction product. The product is: [CH:11]1([CH2:14][NH:10][CH2:9][CH2:8][C:5]2[CH:6]=[CH:7][C:2]([F:1])=[CH:3][CH:4]=2)[CH2:13][CH2:12]1.